From a dataset of Reaction yield outcomes from USPTO patents with 853,638 reactions. Predict the reaction yield, written as a fraction of the theoretical maximum amount of product (1.0 means a 100% yield; for example, 0.34 means a 34% yield). The reactants are [O:1]1[CH2:6][CH2:5][N:4]([C:7]2[CH:12]=[C:11]([N:13]3[CH2:18][CH2:17][O:16][CH2:15][CH2:14]3)[N:10]=[C:9]([N:19]3[CH2:24][CH2:23][N:22]([C:25]4[CH:30]=[CH:29][CH:28]=[CH:27][CH:26]=4)[CH2:21][CH2:20]3)[N:8]=2)[CH2:3][CH2:2]1.[O-]S(C(F)(F)[F:36])(=O)=O.F[N+]1C(C)=CC(C)=CC=1C.O. The catalyst is ClCCl. The product is [O:1]1[CH2:6][CH2:5][N:4]([C:7]2[C:12]([F:36])=[C:11]([N:13]3[CH2:18][CH2:17][O:16][CH2:15][CH2:14]3)[N:10]=[C:9]([N:19]3[CH2:20][CH2:21][N:22]([C:25]4[CH:30]=[CH:29][CH:28]=[CH:27][CH:26]=4)[CH2:23][CH2:24]3)[N:8]=2)[CH2:3][CH2:2]1. The yield is 0.310.